This data is from Catalyst prediction with 721,799 reactions and 888 catalyst types from USPTO. The task is: Predict which catalyst facilitates the given reaction. Reactant: [C:1]([O:5][C:6]([N:8]1[CH2:13][CH:12]=[C:11]([C:14]2[NH:23][C:17]3[N:18]=[CH:19][N:20]=[C:21](Cl)[C:16]=3[CH:15]=2)[CH2:10][CH2:9]1)=[O:7])([CH3:4])([CH3:3])[CH3:2].[NH2:24][C:25]1[CH:29]=[CH:28][N:27]([CH2:30][CH2:31][C:32]2[CH:37]=[CH:36][CH:35]=[CH:34][CH:33]=2)[N:26]=1. Product: [C:1]([O:5][C:6]([N:8]1[CH2:13][CH:12]=[C:11]([C:14]2[NH:23][C:17]3[N:18]=[CH:19][N:20]=[C:21]([NH:24][C:25]4[CH:29]=[CH:28][N:27]([CH2:30][CH2:31][C:32]5[CH:33]=[CH:34][CH:35]=[CH:36][CH:37]=5)[N:26]=4)[C:16]=3[CH:15]=2)[CH2:10][CH2:9]1)=[O:7])([CH3:4])([CH3:3])[CH3:2]. The catalyst class is: 51.